Dataset: NCI-60 drug combinations with 297,098 pairs across 59 cell lines. Task: Regression. Given two drug SMILES strings and cell line genomic features, predict the synergy score measuring deviation from expected non-interaction effect. (1) Drug 1: CNC(=O)C1=CC=CC=C1SC2=CC3=C(C=C2)C(=NN3)C=CC4=CC=CC=N4. Drug 2: C1=CN(C(=O)N=C1N)C2C(C(C(O2)CO)O)O.Cl. Cell line: EKVX. Synergy scores: CSS=29.8, Synergy_ZIP=-7.79, Synergy_Bliss=-0.696, Synergy_Loewe=-3.22, Synergy_HSA=-0.257. (2) Drug 1: CC1CC(C(C(C=C(C(C(C=CC=C(C(=O)NC2=CC(=O)C(=C(C1)C2=O)OC)C)OC)OC(=O)N)C)C)O)OC. Drug 2: C1CCC(C(C1)[NH-])[NH-].C(=O)(C(=O)[O-])[O-].[Pt+4]. Cell line: HT29. Synergy scores: CSS=69.1, Synergy_ZIP=-2.56, Synergy_Bliss=-4.40, Synergy_Loewe=-3.57, Synergy_HSA=1.18. (3) Drug 1: C1CN1C2=NC(=NC(=N2)N3CC3)N4CC4. Drug 2: C1=CC(=C2C(=C1NCCNCCO)C(=O)C3=C(C=CC(=C3C2=O)O)O)NCCNCCO. Cell line: LOX IMVI. Synergy scores: CSS=65.8, Synergy_ZIP=-6.31, Synergy_Bliss=-6.61, Synergy_Loewe=1.58, Synergy_HSA=4.88. (4) Drug 1: C1=CC(=C2C(=C1NCCNCCO)C(=O)C3=C(C=CC(=C3C2=O)O)O)NCCNCCO. Drug 2: CC1=C(C(CCC1)(C)C)C=CC(=CC=CC(=CC(=O)O)C)C. Cell line: SK-OV-3. Synergy scores: CSS=54.0, Synergy_ZIP=3.57, Synergy_Bliss=4.81, Synergy_Loewe=-5.66, Synergy_HSA=8.97. (5) Drug 1: CC1CCC2CC(C(=CC=CC=CC(CC(C(=O)C(C(C(=CC(C(=O)CC(OC(=O)C3CCCCN3C(=O)C(=O)C1(O2)O)C(C)CC4CCC(C(C4)OC)O)C)C)O)OC)C)C)C)OC. Drug 2: CS(=O)(=O)CCNCC1=CC=C(O1)C2=CC3=C(C=C2)N=CN=C3NC4=CC(=C(C=C4)OCC5=CC(=CC=C5)F)Cl. Cell line: 786-0. Synergy scores: CSS=28.0, Synergy_ZIP=0.530, Synergy_Bliss=4.52, Synergy_Loewe=7.71, Synergy_HSA=7.19. (6) Drug 2: C1CN(P(=O)(OC1)NCCCl)CCCl. Cell line: HOP-92. Drug 1: C1=CN(C(=O)N=C1N)C2C(C(C(O2)CO)O)O.Cl. Synergy scores: CSS=25.5, Synergy_ZIP=-5.38, Synergy_Bliss=0.0122, Synergy_Loewe=-27.7, Synergy_HSA=-1.44. (7) Drug 1: C1CC(C1)(C2=CC=C(C=C2)C3=C(C=C4C(=N3)C=CN5C4=NNC5=O)C6=CC=CC=C6)N. Drug 2: CN1C=C(C=N1)C2=C3N=C(C(=C(N3N=C2)N)Br)C4CCCNC4. Cell line: HCT116. Synergy scores: CSS=27.5, Synergy_ZIP=0.142, Synergy_Bliss=-0.327, Synergy_Loewe=0.133, Synergy_HSA=1.03.